This data is from Reaction yield outcomes from USPTO patents with 853,638 reactions. The task is: Predict the reaction yield, written as a fraction of the theoretical maximum amount of product (1.0 means a 100% yield; for example, 0.34 means a 34% yield). (1) The reactants are [CH3:1][O:2][C:3]([C:5]1[S:14][C:8]2=[N:9][CH:10]=[C:11]([NH2:13])[CH:12]=[C:7]2[C:6]=1[O:15][CH2:16][C:17]([O:19][C:20](C)(C)C)=[O:18])=[O:4].[CH:24](=O)[C:25]1[CH:30]=[CH:29][CH:28]=[CH:27][CH:26]=1.C(O)(=O)C.C(O[BH-](OC(=O)C)OC(=O)C)(=O)C.[Na+]. The catalyst is C(Cl)Cl.ClCCCl. The product is [CH3:1][O:2][C:3]([C:5]1[S:14][C:8]2=[N:9][CH:10]=[C:11]([NH:13][CH2:24][C:25]3[CH:30]=[CH:29][CH:28]=[CH:27][CH:26]=3)[CH:12]=[C:7]2[C:6]=1[O:15][CH2:16][C:17]([O:19][CH3:20])=[O:18])=[O:4]. The yield is 0.210. (2) The reactants are [F:1][C:2]1[CH:7]=[CH:6][C:5]([CH:8]([OH:30])[CH:9]([CH2:15][C:16]2[CH:21]=[CH:20][C:19]([CH3:22])=[C:18]([O:23][C:24]([F:29])([F:28])[CH:25]([F:27])[F:26])[CH:17]=2)[C:10]([O:12]CC)=[O:11])=[CH:4][CH:3]=1.[OH-].[Na+].Cl. The catalyst is CO. The product is [F:1][C:2]1[CH:7]=[CH:6][C:5]([CH:8]([OH:30])[CH:9]([CH2:15][C:16]2[CH:21]=[CH:20][C:19]([CH3:22])=[C:18]([O:23][C:24]([F:29])([F:28])[CH:25]([F:27])[F:26])[CH:17]=2)[C:10]([OH:12])=[O:11])=[CH:4][CH:3]=1. The yield is 0.850.